From a dataset of Peptide-MHC class I binding affinity with 185,985 pairs from IEDB/IMGT. Regression. Given a peptide amino acid sequence and an MHC pseudo amino acid sequence, predict their binding affinity value. This is MHC class I binding data. (1) The peptide sequence is QKIWMAPSL. The MHC is HLA-A02:01 with pseudo-sequence HLA-A02:01. The binding affinity (normalized) is 0.114. (2) The peptide sequence is VYPLSIPATL. The MHC is HLA-A24:02 with pseudo-sequence HLA-A24:02. The binding affinity (normalized) is 0.564.